This data is from Forward reaction prediction with 1.9M reactions from USPTO patents (1976-2016). The task is: Predict the product of the given reaction. (1) Given the reactants [C:1]1([Mg]Br)[C:8]([CH3:9])=[CH:7][C:5]([CH3:6])=[CH:4][C:2]=1[CH3:3].[Li+].[Cl-].[Mg].BrC1C(C)=CC(C)=CC=1C.[N:25]([C:28]1[C:33]([CH3:34])=[CH:32][C:31]([CH3:35])=[CH:30][C:29]=1[CH3:36])=[N+:26]=[N-:27], predict the reaction product. The product is: [C:2]1([CH3:3])[CH:4]=[C:5]([CH3:6])[CH:7]=[C:8]([CH3:9])[C:1]=1[N:27]=[N:26][NH:25][C:28]1[C:33]([CH3:34])=[CH:32][C:31]([CH3:35])=[CH:30][C:29]=1[CH3:36]. (2) The product is: [CH:29]([NH:28][C@@H:17]1[CH:18]2[C@:23]([CH3:24])([CH2:22][CH2:21][C:20](=[O:51])[CH2:19]2)[C@@H:25]2[C@H:15]([C@H:6]3[C@@:4]([CH2:27][CH2:26]2)([CH3:5])[C:3](=[O:12])[CH2:8][CH2:7]3)[CH2:16]1)=[O:30]. Given the reactants C1CO[C:8]23OCC[O:12][C:3]2([C@:4]2([CH2:27][CH2:26][C@H:25]4[C@@H:15]([CH2:16][C@H:17]([NH:28][CH:29]=[O:30])[CH:18]5[C@:23]4([CH3:24])[CH2:22][CH2:21][CH2:20][CH2:19]5)[C@@H:6]2[CH2:7]3)[CH3:5])O1.C([C@@H]1C2[C@](C)(CCC(=[O:51])C2)[C@@H]2[C@H]([C@H]3[C@@](CC2)(C)C(=O)CC3)C1)#N, predict the reaction product. (3) Given the reactants C(=O)([O-])[O-].[Cs+].[Cs+].Br[C:8]1[C:17]2[C:12](=[CH:13][CH:14]=[CH:15][CH:16]=2)[CH:11]=[CH:10][CH:9]=1.[CH2:18]([N:25]1[CH2:30][CH2:29][NH:28][CH2:27][CH2:26]1)[C:19]1[CH:24]=[CH:23][CH:22]=[CH:21][CH:20]=1.C1(C)C=CC=CC=1, predict the reaction product. The product is: [CH2:18]([N:25]1[CH2:30][CH2:29][N:28]([C:8]2[C:17]3[C:12](=[CH:13][CH:14]=[CH:15][CH:16]=3)[CH:11]=[CH:10][CH:9]=2)[CH2:27][CH2:26]1)[C:19]1[CH:20]=[CH:21][CH:22]=[CH:23][CH:24]=1. (4) Given the reactants C[O:2][C:3](=[O:13])[C:4]1[CH:9]=[CH:8][C:7]([O:10][CH3:11])=[CH:6][C:5]=1[Cl:12].[Li+].[OH-].Cl, predict the reaction product. The product is: [Cl:12][C:5]1[CH:6]=[C:7]([O:10][CH3:11])[CH:8]=[CH:9][C:4]=1[C:3]([OH:13])=[O:2].